This data is from Reaction yield outcomes from USPTO patents with 853,638 reactions. The task is: Predict the reaction yield, written as a fraction of the theoretical maximum amount of product (1.0 means a 100% yield; for example, 0.34 means a 34% yield). (1) The reactants are [N+:1]([C:4]1[C:5]([NH:20][CH:21]([C:23]2[CH:28]=[CH:27][CH:26]=[CH:25][CH:24]=2)[CH3:22])=[N:6][C:7]([C:10]2[CH:19]=[CH:18][CH:17]=[C:16]3[C:11]=2[CH:12]=[CH:13][CH:14]=[N:15]3)=[CH:8][CH:9]=1)([O-])=O.ClC1N=C(NC(C2C=CC=CC=2)C)C([N+]([O-])=O)=CC=1.N1C2C(=C(B(O)O)C=CC=2)C=CC=1.[C:61](=O)([O-])[O-:62].[K+].[K+]. The catalyst is CN(C=O)C.O.C1C=CC([P]([Pd]([P](C2C=CC=CC=2)(C2C=CC=CC=2)C2C=CC=CC=2)([P](C2C=CC=CC=2)(C2C=CC=CC=2)C2C=CC=CC=2)[P](C2C=CC=CC=2)(C2C=CC=CC=2)C2C=CC=CC=2)(C2C=CC=CC=2)C2C=CC=CC=2)=CC=1. The product is [C:23]1([CH:21]([N:20]2[C:5]3=[N:6][C:7]([C:10]4[CH:19]=[CH:18][CH:17]=[C:16]5[C:11]=4[CH:12]=[CH:13][CH:14]=[N:15]5)=[CH:8][CH:9]=[C:4]3[NH:1][C:61]2=[O:62])[CH3:22])[CH:28]=[CH:27][CH:26]=[CH:25][CH:24]=1. The yield is 0.790. (2) The reactants are C1(C)C=CC(S(O[C@@H:11]([CH2:13]/[CH:14]=[CH:15]/[C:16]2[CH:17]=[N:18][CH:19]=[CH:20][CH:21]=2)[CH3:12])(=O)=O)=CC=1.[CH3:23][NH2:24]. The catalyst is C(O)C. The product is [CH3:23][NH:24][C@H:11]([CH2:13]/[CH:14]=[CH:15]/[C:16]1[CH:17]=[N:18][CH:19]=[CH:20][CH:21]=1)[CH3:12]. The yield is 0.240.